Dataset: Full USPTO retrosynthesis dataset with 1.9M reactions from patents (1976-2016). Task: Predict the reactants needed to synthesize the given product. (1) Given the product [CH2:1]([O:8][C:9]1[CH:10]=[C:11]2[C:16](=[CH:17][C:18]=1[O:19][CH3:20])[CH:15](/[CH:21]=[CH:43]/[C:45]1[CH:53]=[C:52]3[C:48]([CH:49]=[CH:50][N:51]3[C:54]([O:56][C:57]([CH3:60])([CH3:59])[CH3:58])=[O:55])=[CH:47][CH:46]=1)[NH:14][CH2:13][CH2:12]2)[C:2]1[CH:7]=[CH:6][CH:5]=[CH:4][CH:3]=1, predict the reactants needed to synthesize it. The reactants are: [CH2:1]([O:8][C:9]1[CH:10]=[C:11]2[C:16](=[CH:17][C:18]=1[O:19][CH3:20])[CH:15]([CH2:21]S(C1N(C3C=CC=CC=3)N=NN=1)(=O)=O)[N:14](C(OC(C)(C)C)=O)[CH2:13][CH2:12]2)[C:2]1[CH:7]=[CH:6][CH:5]=[CH:4][CH:3]=1.[CH:43]([C:45]1[CH:53]=[C:52]2[C:48]([CH:49]=[CH:50][N:51]2[C:54]([O:56][C:57]([CH3:60])([CH3:59])[CH3:58])=[O:55])=[CH:47][CH:46]=1)=O.C[Si]([N-][Si](C)(C)C)(C)C.[Li+]. (2) Given the product [N+:8]([C:3]1[CH:4]=[N:5][CH:6]=[CH:7][C:2]=1[N:14]1[CH2:15][CH2:16][CH2:17][N:11]([C:18]([O:20][C:21]([CH3:24])([CH3:23])[CH3:22])=[O:19])[CH2:12][CH2:13]1)([O-:10])=[O:9], predict the reactants needed to synthesize it. The reactants are: Cl[C:2]1[CH:7]=[CH:6][N:5]=[CH:4][C:3]=1[N+:8]([O-:10])=[O:9].[N:11]1([C:18]([O:20][C:21]([CH3:24])([CH3:23])[CH3:22])=[O:19])[CH2:17][CH2:16][CH2:15][NH:14][CH2:13][CH2:12]1.CCN(C(C)C)C(C)C. (3) Given the product [CH:1]([C:4]1[CH:5]=[CH:6][CH:7]=[C:8]2[C:12]=1[N:11]([CH3:14])[C:10]([CH3:13])=[CH:9]2)([CH3:3])[CH3:2], predict the reactants needed to synthesize it. The reactants are: [CH:1]([C:4]1[CH:5]=[CH:6][CH:7]=[C:8]2[C:12]=1[NH:11][C:10]([CH3:13])=[CH:9]2)([CH3:3])[CH3:2].[CH3:14]N(C=O)C.[H-].[Na+].IC. (4) The reactants are: [Cl:1][C:2]1[C:6]([C:7]#[N:8])=[C:5](Cl)[S:4][N:3]=1.[C:10]([O:14][C:15]([NH:17][C:18]1[CH:23]=[CH:22][C:21](B(O)O)=[CH:20][CH:19]=1)=[O:16])([CH3:13])([CH3:12])[CH3:11].[F-].[K+].C1OCCOCCOCCOCCOCCOC1. Given the product [Cl:1][C:2]1[C:6]([C:7]#[N:8])=[C:5]([C:21]2[CH:20]=[CH:19][C:18]([NH:17][C:15](=[O:16])[O:14][C:10]([CH3:12])([CH3:11])[CH3:13])=[CH:23][CH:22]=2)[S:4][N:3]=1, predict the reactants needed to synthesize it. (5) Given the product [CH2:36]([NH:37][C:33]([CH:31]1[CH2:30][N:29]([C:26]2[CH:27]=[CH:28][C:23]([NH:22][C:20]([N:12]3[CH2:11][C:19]4[CH:18]=[CH:17][N:16]=[CH:15][C:14]=4[CH2:13]3)=[O:21])=[CH:24][CH:25]=2)[CH2:32]1)=[O:35])[C:44]1[CH:39]=[CH:40][CH:41]=[CH:42][CH:43]=1, predict the reactants needed to synthesize it. The reactants are: C1(CCCN)C=CC=CC=1.[CH2:11]1[C:19]2[CH:18]=[CH:17][N:16]=[CH:15][C:14]=2[CH2:13][N:12]1[C:20]([NH:22][C:23]1[CH:28]=[CH:27][C:26]([N:29]2[CH2:32][CH:31]([C:33]([OH:35])=O)[CH2:30]2)=[CH:25][CH:24]=1)=[O:21].[CH2:36]1[C:44]2[C:39](=[CH:40][CH:41]=[CH:42][CH:43]=2)C[N:37]1C(NC1C=CC(C(O)=O)=CC=1)=O. (6) Given the product [OH:1][CH2:2][C:3]([CH2:8][OH:9])([CH3:7])[C:4]([O:6][CH3:10])=[O:5], predict the reactants needed to synthesize it. The reactants are: [OH:1][CH2:2][C:3]([CH2:8][OH:9])([CH3:7])[C:4]([OH:6])=[O:5].[CH3:10][Si](C=[N+]=[N-])(C)C. (7) Given the product [NH2:18][C:17]1[S:11][C:10]([NH:9][C:6]2[CH:5]=[CH:4][C:3]([O:2][CH3:1])=[CH:8][CH:7]=2)=[N:12][C:13]=1[C:14]([NH2:16])=[O:15], predict the reactants needed to synthesize it. The reactants are: [CH3:1][O:2][C:3]1[CH:8]=[CH:7][C:6]([N:9]=[C:10]=[S:11])=[CH:5][CH:4]=1.[NH2:12][CH:13]([C:17]#[N:18])[C:14]([NH2:16])=[O:15]. (8) The reactants are: Br[C:2]1[C:3]2[N:4]([N:8]=[C:9]([Cl:11])[N:10]=2)[CH:5]=[CH:6][CH:7]=1.[CH3:12][O:13][C:14]1[CH:19]=[CH:18][C:17]([CH2:20][NH2:21])=[CH:16][CH:15]=1. Given the product [Cl:11][C:9]1[N:10]=[C:3]2[C:2]([NH:21][CH2:20][C:17]3[CH:18]=[CH:19][C:14]([O:13][CH3:12])=[CH:15][CH:16]=3)=[CH:7][CH:6]=[CH:5][N:4]2[N:8]=1, predict the reactants needed to synthesize it. (9) Given the product [CH2:9]([O:16][C:17]1[CH:24]=[CH:23][C:20]([C:21]2[NH:1][C:2]3[N:6]([C:33]=2[NH:32][CH:27]2[CH2:31][CH2:30][CH2:29][CH2:28]2)[N:5]=[CH:4][C:3]=3[C:7]#[N:8])=[C:19]([O:25][CH3:26])[CH:18]=1)[C:10]1[CH:15]=[CH:14][CH:13]=[CH:12][CH:11]=1, predict the reactants needed to synthesize it. The reactants are: [NH2:1][C:2]1[NH:6][N:5]=[CH:4][C:3]=1[C:7]#[N:8].[CH2:9]([O:16][C:17]1[CH:24]=[CH:23][C:20]([CH:21]=O)=[C:19]([O:25][CH3:26])[CH:18]=1)[C:10]1[CH:15]=[CH:14][CH:13]=[CH:12][CH:11]=1.[CH:27]1([N+:32]#[C-:33])[CH2:31][CH2:30][CH2:29][CH2:28]1.Cl(O)(=O)(=O)=O.